Dataset: Peptide-MHC class I binding affinity with 185,985 pairs from IEDB/IMGT. Task: Regression. Given a peptide amino acid sequence and an MHC pseudo amino acid sequence, predict their binding affinity value. This is MHC class I binding data. (1) The peptide sequence is KFIEDTNKL. The MHC is HLA-A23:01 with pseudo-sequence HLA-A23:01. The binding affinity (normalized) is 0.288. (2) The peptide sequence is ATADLELAY. The MHC is HLA-A03:01 with pseudo-sequence HLA-A03:01. The binding affinity (normalized) is 0.513. (3) The peptide sequence is CAASGFTFSSY. The MHC is HLA-A26:01 with pseudo-sequence HLA-A26:01. The binding affinity (normalized) is 0.603. (4) The peptide sequence is MICCDSRIVV. The MHC is HLA-A02:06 with pseudo-sequence HLA-A02:06. The binding affinity (normalized) is 0.635. (5) The peptide sequence is FSPEVIPMF. The MHC is HLA-B57:03 with pseudo-sequence HLA-B57:03. The binding affinity (normalized) is 0.898. (6) The peptide sequence is SLTPPHSAK. The MHC is Patr-A0101 with pseudo-sequence Patr-A0101. The binding affinity (normalized) is 0.366. (7) The peptide sequence is DTVHDRTPY. The MHC is HLA-A26:01 with pseudo-sequence HLA-A26:01. The binding affinity (normalized) is 0.655. (8) The peptide sequence is ALYSYASAK. The MHC is HLA-B08:01 with pseudo-sequence HLA-B08:01. The binding affinity (normalized) is 0.0847. (9) The peptide sequence is FLKENGGL. The MHC is HLA-B51:01 with pseudo-sequence HLA-B51:01. The binding affinity (normalized) is 0.